From a dataset of Forward reaction prediction with 1.9M reactions from USPTO patents (1976-2016). Predict the product of the given reaction. (1) Given the reactants C(P(C(C)(C)C)C(C)(C)C)(C)(C)C.C(NC(C)C)(C)C.BrCO[C:24]1[CH:29]=[CH:28]C=C[C:25]=1[Cl:30].[CH3:31][C:32]([OH:36])([C:34]#[CH:35])[CH3:33].O1[CH2:42][CH2:41][O:40][CH2:39]C1, predict the reaction product. The product is: [Cl:30][C:25]1[CH:42]=[C:41]([O:40][CH3:39])[CH:28]=[CH:29][C:24]=1[C:35]#[C:34][C:32]([CH3:33])([OH:36])[CH3:31]. (2) Given the reactants C[O:2][C:3]1[CH:8]=[C:7]([C:9]2[CH:14]=[CH:13][N:12]=[CH:11][CH:10]=2)[N:6]=[C:5](S(C)(=O)=O)[N:4]=1.[N:19]1[CH:24]=[CH:23][C:22]([NH2:25])=[CH:21][CH:20]=1, predict the reaction product. The product is: [N:12]1[CH:13]=[CH:14][C:9]([C:7]2[NH:6][C:5]([NH:25][C:22]3[CH:23]=[CH:24][N:19]=[CH:20][CH:21]=3)=[N:4][C:3](=[O:2])[CH:8]=2)=[CH:10][CH:11]=1. (3) Given the reactants [Cl:1][C:2]1[CH:9]=[C:8]([OH:10])[CH:7]=[CH:6][C:3]=1[C:4]#[N:5].[CH:28]1[CH:27]=CC(P([C:24]2[CH:29]=[CH:28][CH:27]=CC=2)[C:28]2[CH:27]=CC=[CH:24][CH:29]=2)=[CH:24][CH:29]=1.N([C:39]([O:41][C:42]([CH3:45])([CH3:44])[CH3:43])=[O:40])=N[C:39]([O:41][C:42]([CH3:45])([CH3:44])[CH3:43])=[O:40], predict the reaction product. The product is: [C:42]([O:41][C:39]([CH:27]1[CH2:28][CH:29]([O:10][C:8]2[CH:7]=[CH:6][C:3]([C:4]#[N:5])=[C:2]([Cl:1])[CH:9]=2)[CH2:24]1)=[O:40])([CH3:43])([CH3:44])[CH3:45]. (4) Given the reactants [Cl:1][C:2]1[CH:7]=[CH:6][C:5]([C:8]2([C:12]([N:14]3[CH2:19][CH2:18][CH2:17][CH:16]([CH2:20][O:21]S(C)(=O)=O)[CH2:15]3)=[O:13])[CH2:11][CH2:10][CH2:9]2)=[CH:4][CH:3]=1.[CH2:26]1[O:30][C:29]2[CH:31]=[C:32](O)[CH:33]=[CH:34][C:28]=2[O:27]1.C(=O)([O-])[O-].[Cs+].[Cs+], predict the reaction product. The product is: [O:27]1[C:28]2[CH:34]=[CH:33][C:32]([O:21][CH2:20][CH:16]3[CH2:17][CH2:18][CH2:19][N:14]([C:12]([C:8]4([C:5]5[CH:6]=[CH:7][C:2]([Cl:1])=[CH:3][CH:4]=5)[CH2:11][CH2:10][CH2:9]4)=[O:13])[CH2:15]3)=[CH:31][C:29]=2[O:30][CH2:26]1. (5) Given the reactants [Cl:1][C:2]1[CH:3]=[C:4]([CH:7]=[CH:8][C:9]=1F)[CH:5]=[O:6].[OH:11][C:12]1[CH:20]=[CH:19][C:15]([C:16]([NH2:18])=[O:17])=[CH:14][CH:13]=1.C(=O)([O-])[O-].[K+].[K+].CC(N(C)C)=O, predict the reaction product. The product is: [Cl:1][C:2]1[CH:3]=[C:4]([CH:5]=[O:6])[CH:7]=[CH:8][C:9]=1[O:11][C:12]1[CH:20]=[CH:19][C:15]([C:16]([NH2:18])=[O:17])=[CH:14][CH:13]=1.